This data is from Catalyst prediction with 721,799 reactions and 888 catalyst types from USPTO. The task is: Predict which catalyst facilitates the given reaction. (1) Reactant: [C:1]1([CH:8]=[CH:7][CH:6]=[C:4]([OH:5])[CH:3]=1)[OH:2].[CH2:9]=[O:10].[OH-].[Na+]. Product: [C:1]1([CH:8]=[CH:7][CH:6]=[C:4]([OH:5])[C:3]=1[CH:9]=[O:10])[OH:2]. The catalyst class is: 6. (2) Reactant: Br[C:2]1[N:6]=[CH:5][N:4]([C:7]2[CH:12]=[CH:11][C:10]([O:13][CH:14]([CH3:16])[CH3:15])=[CH:9][CH:8]=2)[N:3]=1.CC1(C)C(C)(C)OB([C:25]2[CH:31]=[CH:30][C:28]([NH2:29])=[CH:27][CH:26]=2)O1.C(=O)([O-])[O-].[K+].[K+]. Product: [CH:14]([O:13][C:10]1[CH:11]=[CH:12][C:7]([N:4]2[CH:5]=[N:6][C:2]([C:25]3[CH:31]=[CH:30][C:28]([NH2:29])=[CH:27][CH:26]=3)=[N:3]2)=[CH:8][CH:9]=1)([CH3:16])[CH3:15]. The catalyst class is: 659. (3) Reactant: Cl[C:2]1[CH:7]=[C:6]([O:8][CH2:9][CH2:10][N:11]2[CH2:15][CH2:14][CH2:13][CH2:12]2)[N:5]=[C:4]([C:16]2[N:20]3[CH:21]=[C:22]([F:25])[CH:23]=[CH:24][C:19]3=[N:18][CH:17]=2)[N:3]=1.[NH2:26][C@@H:27]1[CH2:32][CH2:31][CH2:30][N:29]([C:33]([O:35][C:36]([CH3:39])([CH3:38])[CH3:37])=[O:34])[CH2:28]1.C(OC(N1CCC[C@@H](NC2N=C(C3N4C=C(F)C=CC4=NC=3)N=C(N3CCN(C(OCC4C=CC=CC=4)=O)CC3)C=2)C1)=O)(C)(C)C. Product: [F:25][C:22]1[CH:23]=[CH:24][C:19]2[N:20]([C:16]([C:4]3[N:3]=[C:2]([NH:26][C@@H:27]4[CH2:32][CH2:31][CH2:30][N:29]([C:33]([O:35][C:36]([CH3:39])([CH3:38])[CH3:37])=[O:34])[CH2:28]4)[CH:7]=[C:6]([O:8][CH2:9][CH2:10][N:11]4[CH2:15][CH2:14][CH2:13][CH2:12]4)[N:5]=3)=[CH:17][N:18]=2)[CH:21]=1. The catalyst class is: 60. (4) Reactant: [Cl:1][C:2]1[CH:7]=[C:6]([O:8][C:9]2[C:18]3[C:13](=[CH:14][C:15]([O:20][CH3:21])=[C:16]([OH:19])[CH:17]=3)[N:12]=[CH:11][N:10]=2)[CH:5]=[CH:4][C:3]=1[NH:22][C:23]([NH:25][CH2:26][CH2:27][CH3:28])=[O:24].C(=O)([O-])[O-].[K+].[K+].[Br:35][CH2:36][CH2:37]CBr. Product: [Br:35][CH2:36][CH2:37][O:19][C:16]1[CH:17]=[C:18]2[C:13](=[CH:14][C:15]=1[O:20][CH3:21])[N:12]=[CH:11][N:10]=[C:9]2[O:8][C:6]1[CH:5]=[CH:4][C:3]([NH:22][C:23]([NH:25][CH2:26][CH2:27][CH3:28])=[O:24])=[C:2]([Cl:1])[CH:7]=1. The catalyst class is: 9. (5) Reactant: C(C1C=CC=C(C(C)C)C=1N=[C:14]=[O:15])(C)C.[N:16]1[CH:21]=[CH:20][CH:19]=[C:18]([NH:22][C:23]2([C:29]([NH2:31])=[O:30])[CH2:28][CH2:27][CH2:26][CH2:25][CH2:24]2)[CH:17]=1. Product: [N:16]1[CH:21]=[CH:20][CH:19]=[C:18]([N:22]2[C:23]3([CH2:28][CH2:27][CH2:26][CH2:25][CH2:24]3)[C:29](=[O:30])[NH:31][C:14]2=[O:15])[CH:17]=1. The catalyst class is: 11.